Dataset: Full USPTO retrosynthesis dataset with 1.9M reactions from patents (1976-2016). Task: Predict the reactants needed to synthesize the given product. (1) The reactants are: [CH3:1][O:2][C:3](=[O:22])[C:4]1[CH:9]=[CH:8][C:7](I)=[C:6]([O:11][CH2:12][CH2:13][C:14]2[CH:19]=[CH:18][C:17]([Cl:20])=[CH:16][C:15]=2[Cl:21])[CH:5]=1.[C:23]([Cu])#[N:24]. Given the product [CH3:1][O:2][C:3](=[O:22])[C:4]1[CH:9]=[CH:8][C:7]([C:23]#[N:24])=[C:6]([O:11][CH2:12][CH2:13][C:14]2[CH:19]=[CH:18][C:17]([Cl:20])=[CH:16][C:15]=2[Cl:21])[CH:5]=1, predict the reactants needed to synthesize it. (2) Given the product [Cl:1][C:2]1[CH:7]=[C:6]([N:8]2[CH2:12][CH2:11][CH2:10][CH2:9]2)[CH:5]=[CH:4][C:3]=1[C:13]1[O:39][C:18]2[C:17]([C:15](=[O:16])[CH:14]=1)=[C:22]([O:23][CH3:24])[CH:21]=[C:20]([O:25][CH3:26])[C:19]=2[C@@H:27]1[CH2:31][CH2:30][N:29]([CH3:32])[C@H:28]1[CH2:33][OH:34], predict the reactants needed to synthesize it. The reactants are: [Cl:1][C:2]1[CH:7]=[C:6]([N:8]2[CH2:12][CH2:11][CH2:10][CH2:9]2)[CH:5]=[CH:4][C:3]=1[C:13](=[O:39])[CH2:14][C:15]([C:17]1[C:18](O)=[C:19]([CH:27]2[CH2:31][CH2:30][N:29]([CH3:32])[CH:28]2[CH2:33][O:34]C(=O)C)[C:20]([O:25][CH3:26])=[CH:21][C:22]=1[O:23][CH3:24])=[O:16].C([O-])([O-])=O.[Na+].[Na+]. (3) Given the product [CH3:2][CH2:3][CH2:4][CH2:5][CH2:6][CH2:7][CH2:8][CH2:9][CH2:10][CH2:11][N+:14]([CH2:2][CH2:3][CH2:4][CH2:5][CH2:6][CH2:7][CH2:8][CH2:9][CH2:10][CH3:11])([CH3:15])[CH3:16].[Br-:1], predict the reactants needed to synthesize it. The reactants are: [Br-:1].[CH2:2]([NH+:14]([CH3:16])[CH3:15])[CH2:3][CH2:4][CH2:5][CH2:6][CH2:7][CH2:8][CH2:9][CH2:10][CH2:11]CC.